The task is: Predict the reaction yield, written as a fraction of the theoretical maximum amount of product (1.0 means a 100% yield; for example, 0.34 means a 34% yield).. This data is from Reaction yield outcomes from USPTO patents with 853,638 reactions. (1) The reactants are C(OC(=O)[NH:10][CH2:11][CH2:12][CH2:13][CH2:14][C:15]1[CH:20]=[CH:19][C:18]([O:21][CH2:22][CH2:23][CH2:24][C:25]#[N:26])=[CH:17][CH:16]=1)C1C=CC=CC=1.CO[CH:30](OC)[CH2:31][NH2:32]. The catalyst is C(O)C. The product is [NH:32]1[CH:31]=[CH:30][N:26]=[C:25]1[CH2:24][CH2:23][CH2:22][O:21][C:18]1[CH:17]=[CH:16][C:15]([CH2:14][CH2:13][CH2:12][CH2:11][NH2:10])=[CH:20][CH:19]=1. The yield is 0.230. (2) The reactants are [Cl:1][C:2]1[CH:7]=[C:6]([Cl:8])[CH:5]=[CH:4][C:3]=1[C:9]1[N:10]=[C:11](/[CH:16]=[CH:17]/[C:18]2[CH:23]=[CH:22][C:21]([C:24]3[CH:29]=[CH:28][C:27]([OH:30])=[CH:26][CH:25]=3)=[CH:20][CH:19]=2)[N:12]([CH2:14][CH3:15])[CH:13]=1.Br[C:32]1[S:33][CH:34]=[C:35]([C:37]([O:39]CC)=[O:38])[N:36]=1. No catalyst specified. The product is [Cl:1][C:2]1[CH:7]=[C:6]([Cl:8])[CH:5]=[CH:4][C:3]=1[C:9]1[N:10]=[C:11](/[CH:16]=[CH:17]/[C:18]2[CH:23]=[CH:22][C:21]([C:24]3[CH:25]=[CH:26][C:27]([O:30][C:32]4[S:33][CH:34]=[C:35]([C:37]([OH:39])=[O:38])[N:36]=4)=[CH:28][CH:29]=3)=[CH:20][CH:19]=2)[N:12]([CH2:14][CH3:15])[CH:13]=1. The yield is 0.210. (3) The reactants are [CH:1]([C@@H:4]1[CH2:8][O:7][C:6](=[O:9])[N:5]1[C:10](=[O:15])/[C:11](/[CH3:14])=[CH:12]/[CH3:13])([CH3:3])[CH3:2].C[Si]([N-][Si](C)(C)C)(C)C.[Na+].C1(C)C=CC=CC=1.[CH3:33][Si:34]([CH3:41])([CH3:40])[CH2:35][CH2:36][O:37][CH2:38]Cl. No catalyst specified. The product is [CH:1]([C@@H:4]1[CH2:8][O:7][C:6](=[O:9])[N:5]1[C:10](=[O:15])[C@@:11]([CH3:14])([CH2:38][O:37][CH2:36][CH2:35][Si:34]([CH3:41])([CH3:40])[CH3:33])[CH:12]=[CH2:13])([CH3:3])[CH3:2]. The yield is 0.730. (4) The reactants are Br[C:2]1[C:3]([F:10])=[C:4]([NH2:9])[CH:5]=[CH:6][C:7]=1[F:8].C(B(CC)[C:14]1[CH:15]=[N:16][CH:17]=[CH:18][CH:19]=1)C.C(=O)([O-])[O-].[K+].[K+]. The catalyst is O1CCCC1.O.C1C=CC([P]([Pd]([P](C2C=CC=CC=2)(C2C=CC=CC=2)C2C=CC=CC=2)([P](C2C=CC=CC=2)(C2C=CC=CC=2)C2C=CC=CC=2)[P](C2C=CC=CC=2)(C2C=CC=CC=2)C2C=CC=CC=2)(C2C=CC=CC=2)C2C=CC=CC=2)=CC=1. The product is [F:10][C:3]1[C:2]([C:14]2[CH:15]=[N:16][CH:17]=[CH:18][CH:19]=2)=[C:7]([F:8])[CH:6]=[CH:5][C:4]=1[NH2:9]. The yield is 0.470. (5) The reactants are [NH2:1][C:2]1[CH:7]=[CH:6][C:5]([NH:8][C:9](=[O:11])[CH3:10])=[CH:4][CH:3]=1.C([O-])(O)=O.[Na+].[Cl:17][C:18]1[N:23]=[C:22](Cl)[CH:21]=[CH:20][N:19]=1. The catalyst is C1COCC1.C(O)C. The product is [Cl:17][C:18]1[N:23]=[C:22]([NH:1][C:2]2[CH:3]=[CH:4][C:5]([NH:8][C:9](=[O:11])[CH3:10])=[CH:6][CH:7]=2)[CH:21]=[CH:20][N:19]=1. The yield is 0.955. (6) The reactants are [NH2:1][C:2]1[CH:7]=[CH:6][C:5]([C:8]2[NH:9][C:10](=[O:24])[C:11]3[N:16]([CH:17]4[CH2:22][CH2:21][CH2:20][CH2:19][CH2:18]4)[N:15]=[C:14]([CH3:23])[C:12]=3[N:13]=2)=[CH:4][CH:3]=1.[C:25](OC(=O)C)(=[O:27])[CH3:26].C(=O)([O-])O.[Na+]. The catalyst is N1C=CC=CC=1. The product is [CH:17]1([N:16]2[C:11]3[C:10](=[O:24])[NH:9][C:8]([C:5]4[CH:6]=[CH:7][C:2]([NH:1][C:25](=[O:27])[CH3:26])=[CH:3][CH:4]=4)=[N:13][C:12]=3[C:14]([CH3:23])=[N:15]2)[CH2:22][CH2:21][CH2:20][CH2:19][CH2:18]1. The yield is 0.350.